Dataset: Reaction yield outcomes from USPTO patents with 853,638 reactions. Task: Predict the reaction yield, written as a fraction of the theoretical maximum amount of product (1.0 means a 100% yield; for example, 0.34 means a 34% yield). (1) The reactants are [CH:1]1([N:6]2[C:15]3[N:14]=[C:13]([NH:16][C:17]4[CH:18]=[CH:19][C:20]([C:28](O)=[O:29])=[C:21]5[C:25]=4[O:24][C:23]([CH3:27])([CH3:26])[CH2:22]5)[N:12]=[CH:11][C:10]=3[N:9]([CH3:31])[C:8](=[O:32])[C@H:7]2[CH2:33][CH3:34])[CH2:5][CH2:4][CH2:3][CH2:2]1.[CH:35]1([CH2:38][N:39]2[CH2:44][CH2:43][N:42]([C@@H:45]3[CH2:50][CH2:49][C@H:48]([NH2:51])[CH2:47][CH2:46]3)[CH2:41][CH2:40]2)[CH2:37][CH2:36]1.F[B-](F)(F)F.N1(OC(N(C)C)=[N+](C)C)C2C=CC=CC=2N=N1.C(N(C(C)C)CC)(C)C.C(=O)(O)[O-].[Na+]. The catalyst is ClCCl. The product is [CH:1]1([N:6]2[C:15]3[N:14]=[C:13]([NH:16][C:17]4[CH:18]=[CH:19][C:20]([C:28]([NH:51][C@H:48]5[CH2:47][CH2:46][C@@H:45]([N:42]6[CH2:41][CH2:40][N:39]([CH2:38][CH:35]7[CH2:36][CH2:37]7)[CH2:44][CH2:43]6)[CH2:50][CH2:49]5)=[O:29])=[C:21]5[C:25]=4[O:24][C:23]([CH3:27])([CH3:26])[CH2:22]5)[N:12]=[CH:11][C:10]=3[N:9]([CH3:31])[C:8](=[O:32])[C@H:7]2[CH2:33][CH3:34])[CH2:5][CH2:4][CH2:3][CH2:2]1. The yield is 0.789. (2) The reactants are C(N(CC)C(C)C)(C)C.[C:10]1([CH2:16][O:17][C:18]([NH:20][C:21]2([C:27]([NH:29][C@H:30]([CH2:34][OH:35])[CH:31]([CH3:33])[CH3:32])=[O:28])[CH2:26][CH2:25][CH2:24][CH2:23][CH2:22]2)=[O:19])[CH:15]=[CH:14][CH:13]=[CH:12][CH:11]=1. The catalyst is CS(C)=O.C(Cl)Cl. The product is [C:10]1([CH2:16][O:17][C:18]([NH:20][C:21]2([C:27]([NH:29][C@H:30]([CH:34]=[O:35])[CH:31]([CH3:33])[CH3:32])=[O:28])[CH2:26][CH2:25][CH2:24][CH2:23][CH2:22]2)=[O:19])[CH:15]=[CH:14][CH:13]=[CH:12][CH:11]=1. The yield is 0.770. (3) The reactants are [OH-].[Na+].C[O:4][C:5](=[O:38])/[C:6](/[NH:17][C:18](=[O:37])[C:19]1[CH:24]=[CH:23][C:22]([C:25]([NH:27][CH2:28][C:29]2[CH:34]=[CH:33][CH:32]=[C:31]([OH:35])[CH:30]=2)=[O:26])=[CH:21][C:20]=1[Cl:36])=[CH:7]/[C:8]1[S:12][C:11]([CH:13]([CH3:15])[CH3:14])=[N:10][C:9]=1[CH3:16]. The catalyst is CO.O1CCCC1. The product is [Cl:36][C:20]1[CH:21]=[C:22]([C:25]([NH:27][CH2:28][C:29]2[CH:34]=[CH:33][CH:32]=[C:31]([OH:35])[CH:30]=2)=[O:26])[CH:23]=[CH:24][C:19]=1[C:18]([NH:17]/[C:6](=[CH:7]\[C:8]1[S:12][C:11]([CH:13]([CH3:14])[CH3:15])=[N:10][C:9]=1[CH3:16])/[C:5]([OH:38])=[O:4])=[O:37]. The yield is 0.650.